Dataset: Catalyst prediction with 721,799 reactions and 888 catalyst types from USPTO. Task: Predict which catalyst facilitates the given reaction. (1) Reactant: CC(OI1(OC(C)=O)(OC(C)=O)OC(=O)C2C=CC=CC1=2)=O.[Cl:23][C:24]1[CH:29]=[CH:28][C:27]([C:30]([N:35]2[C:43]3[C:38](=[C:39]([NH:44][C:45](=[O:51])[O:46][C:47]([CH3:50])([CH3:49])[CH3:48])[CH:40]=[CH:41][CH:42]=3)[CH:37]=[N:36]2)([CH2:33][CH3:34])[CH2:31][OH:32])=[CH:26][CH:25]=1. Product: [Cl:23][C:24]1[CH:29]=[CH:28][C:27]([C:30]([N:35]2[C:43]3[C:38](=[C:39]([NH:44][C:45](=[O:51])[O:46][C:47]([CH3:50])([CH3:49])[CH3:48])[CH:40]=[CH:41][CH:42]=3)[CH:37]=[N:36]2)([CH2:33][CH3:34])[CH:31]=[O:32])=[CH:26][CH:25]=1. The catalyst class is: 2. (2) Reactant: [C:1](Cl)(=[O:5])[CH:2]([CH3:4])[CH3:3].[NH2:7][C:8]1[CH:17]=[C:16]2[C:11]([CH2:12][CH2:13][C:14]3[N:15]2[C:18]([C:26]2[S:27][CH:28]=[CH:29][CH:30]=2)=[N:19][C:20]=3[C:21]([O:23][CH2:24][CH3:25])=[O:22])=[CH:10][C:9]=1[O:31][CH3:32]. Product: [C:1]([NH:7][C:8]1[CH:17]=[C:16]2[C:11]([CH2:12][CH2:13][C:14]3[N:15]2[C:18]([C:26]2[S:27][CH:28]=[CH:29][CH:30]=2)=[N:19][C:20]=3[C:21]([O:23][CH2:24][CH3:25])=[O:22])=[CH:10][C:9]=1[O:31][CH3:32])(=[O:5])[CH:2]([CH3:4])[CH3:3]. The catalyst class is: 2. (3) Reactant: [CH2:1]([C:3]1[CH:8]=[CH:7][N:6]=[C:5]([CH:9]([CH2:30][C:31]2[CH:39]=[C:38]([CH3:40])[C:37]3[C:33](=[CH:34][N:35](COCC[Si](C)(C)C)[N:36]=3)[CH:32]=2)[CH2:10][C:11]([N:13]2[CH2:18][CH2:17][CH:16]([N:19]3[CH2:28][C:27]4[C:22](=[CH:23][CH:24]=[CH:25][CH:26]=4)[NH:21][C:20]3=[O:29])[CH2:15][CH2:14]2)=[O:12])[CH:4]=1)[CH3:2].[F-].C([N+](CCCC)(CCCC)CCCC)CCC. Product: [CH2:1]([C:3]1[CH:8]=[CH:7][N:6]=[C:5]([CH:9]([CH2:30][C:31]2[CH:32]=[C:33]3[C:37](=[C:38]([CH3:40])[CH:39]=2)[NH:36][N:35]=[CH:34]3)[CH2:10][C:11]([N:13]2[CH2:14][CH2:15][CH:16]([N:19]3[CH2:28][C:27]4[C:22](=[CH:23][CH:24]=[CH:25][CH:26]=4)[NH:21][C:20]3=[O:29])[CH2:17][CH2:18]2)=[O:12])[CH:4]=1)[CH3:2]. The catalyst class is: 7. (4) Reactant: C(OC([NH:8][CH2:9][CH:10]([CH3:22])[C:11]([C:20]#[N:21])([CH:17]1[CH2:19][CH2:18]1)[C:12](OCC)=[O:13])=O)(C)(C)C.Cl. Product: [CH:17]1([C:11]2([C:20]#[N:21])[CH:10]([CH3:22])[CH2:9][NH:8][C:12]2=[O:13])[CH2:19][CH2:18]1. The catalyst class is: 13. (5) Reactant: [Br:1][C:2]1[CH:3]=[C:4]([NH:13][CH:14]([CH2:16][CH3:17])[CH3:15])[C:5]([CH3:12])=[C:6]([CH:11]=1)[C:7]([O:9][CH3:10])=[O:8].[C:18](OC(=O)C)(=[O:20])[CH3:19]. Product: [Br:1][C:2]1[CH:3]=[C:4]([N:13]([CH:14]([CH2:16][CH3:17])[CH3:15])[C:18](=[O:20])[CH3:19])[C:5]([CH3:12])=[C:6]([CH:11]=1)[C:7]([O:9][CH3:10])=[O:8]. The catalyst class is: 25. (6) Reactant: [CH3:1][C:2]1([CH3:16])[C:6]([CH3:8])([CH3:7])[O:5][B:4]([C:9]2[CH:14]=[CH:13][C:12]([OH:15])=[CH:11][CH:10]=2)[O:3]1.[Cl:17][C:18]1[CH:23]=[CH:22][CH:21]=[C:20]([Cl:24])[C:19]=1[C:25]1[C:29]([CH2:30]O)=[C:28]([CH:32]([CH3:34])[CH3:33])[O:27][N:26]=1.C1(P(C2C=CC=CC=2)C2C=CC=CC=2)C=CC=CC=1.CC(OC(/N=N/C(OC(C)C)=O)=O)C. Product: [Cl:24][C:20]1[CH:21]=[CH:22][CH:23]=[C:18]([Cl:17])[C:19]=1[C:25]1[C:29]([CH2:30][O:15][C:12]2[CH:13]=[CH:14][C:9]([B:4]3[O:3][C:2]([CH3:16])([CH3:1])[C:6]([CH3:7])([CH3:8])[O:5]3)=[CH:10][CH:11]=2)=[C:28]([CH:32]([CH3:34])[CH3:33])[O:27][N:26]=1. The catalyst class is: 4. (7) Reactant: F[C:2]1[N:7]=[C:6]([N:8]([CH3:21])[C:9]2[CH:14]=[CH:13][N:12]=[C:11]([C:15]3[CH:20]=[CH:19][CH:18]=[CH:17][CH:16]=3)[N:10]=2)[CH:5]=[CH:4][N:3]=1.[NH2:22][CH2:23][C@@H:24]([C:26]1[CH:31]=[CH:30][CH:29]=[CH:28][CH:27]=1)[OH:25]. Product: [CH3:21][N:8]([C:9]1[CH:14]=[CH:13][N:12]=[C:11]([C:15]2[CH:20]=[CH:19][CH:18]=[CH:17][CH:16]=2)[N:10]=1)[C:6]1[CH:5]=[CH:4][N:3]=[C:2]([NH:22][CH2:23][C@@H:24]([C:26]2[CH:31]=[CH:30][CH:29]=[CH:28][CH:27]=2)[OH:25])[N:7]=1. The catalyst class is: 41. (8) Reactant: [C:1]([O:5][C:6]([N:8]1C[C@@H](CN(C(C)C)C(C2C=C3C(C(C)=CN3CCCOC)=CC=2)=O)[C@H](C=O)C1)=[O:7])(C)(C)[CH3:2].[CH3:37]N.[CH3:39][OH:40].[BH4-].[Na+]. Product: [CH3:2][CH2:1][O:5][C:6]([CH3:37])=[O:7].[CH3:39][OH:40].[NH4+:8].[OH-:5]. The catalyst class is: 61. (9) Reactant: [C:1]([OH:4])(=O)C.ClC1[N:11]=[C:10]([N:12]2[CH2:17][CH2:16][C:15]([C:18]3[CH:23]=[CH:22][C:21]([F:24])=[CH:20][CH:19]=3)=[CH:14][CH2:13]2)[N:9]=[CH:8][N:7]=1.C([O-])(=O)C.[Na+]. Product: [F:24][C:21]1[CH:20]=[CH:19][C:18]([C:15]2[CH2:16][CH2:17][N:12]([C:10]3[N:9]=[CH:8][NH:7][C:1](=[O:4])[N:11]=3)[CH2:13][CH:14]=2)=[CH:23][CH:22]=1. The catalyst class is: 6. (10) Reactant: [CH:1]1([O:5][C:6]2[CH:11]=[CH:10][C:9]([CH2:12][C:13]([OH:15])=O)=[CH:8][C:7]=2[O:16][CH3:17])[CH2:4][CH2:3][CH2:2]1.C(Cl)(=O)C(Cl)=O.[O:24]1[CH:28]=[CH:27][CH:26]=[C:25]1[C:29]1[N:34]=[C:33]([NH2:35])[CH:32]=[C:31]([N:36]2[CH:40]=[CH:39][CH:38]=[N:37]2)[N:30]=1.N1C=CC=CC=1. Product: [CH:1]1([O:5][C:6]2[CH:11]=[CH:10][C:9]([CH2:12][C:13]([NH:35][C:33]3[CH:32]=[C:31]([N:36]4[CH:40]=[CH:39][CH:38]=[N:37]4)[N:30]=[C:29]([C:25]4[O:24][CH:28]=[CH:27][CH:26]=4)[N:34]=3)=[O:15])=[CH:8][C:7]=2[O:16][CH3:17])[CH2:2][CH2:3][CH2:4]1. The catalyst class is: 59.